This data is from Catalyst prediction with 721,799 reactions and 888 catalyst types from USPTO. The task is: Predict which catalyst facilitates the given reaction. (1) Reactant: [F:1][C:2]1[CH:7]=[C:6]([F:8])[CH:5]=[CH:4][C:3]=1/[CH:9]=[CH:10]/[C:11]1[CH:16]=[CH:15][C:14]([S:17]([C:20]2[CH:25]=[CH:24][CH:23]=[CH:22][C:21]=2F)(=[O:19])=[O:18])=[CH:13][N:12]=1.[CH3:27][N:28]1[CH2:33][CH2:32][NH:31][CH2:30][CH2:29]1. Product: [F:1][C:2]1[CH:7]=[C:6]([F:8])[CH:5]=[CH:4][C:3]=1/[CH:9]=[CH:10]/[C:11]1[CH:16]=[CH:15][C:14]([S:17]([C:20]2[CH:25]=[CH:24][CH:23]=[CH:22][C:21]=2[N:31]2[CH2:32][CH2:33][N:28]([CH3:27])[CH2:29][CH2:30]2)(=[O:19])=[O:18])=[CH:13][N:12]=1. The catalyst class is: 115. (2) Reactant: [CH3:1][O:2][C:3](=[O:17])[C:4]1[CH:9]=[CH:8][C:7]([C:10]([F:16])([C:12]([O:14]C)=[O:13])[CH3:11])=[CH:6][CH:5]=1.[OH-].[Li+]. Product: [CH3:1][O:2][C:3](=[O:17])[C:4]1[CH:5]=[CH:6][C:7]([C:10]([C:12]([OH:14])=[O:13])([F:16])[CH3:11])=[CH:8][CH:9]=1. The catalyst class is: 87. (3) Reactant: [CH3:1][O:2][C:3]([C:5]1[CH:10]=[C:9]([Br:11])[C:8](=[O:12])[N:7]([CH2:13][C:14]2[CH:19]=[CH:18][C:17]([O:20][CH3:21])=[CH:16][CH:15]=2)[C:6]=1[CH3:22])=[O:4].[Br:23]N1C(=O)CCC1=O.C(OOC(=O)C1C=CC=CC=1)(=O)C1C=CC=CC=1. Product: [CH3:1][O:2][C:3]([C:5]1[CH:10]=[C:9]([Br:11])[C:8](=[O:12])[N:7]([CH2:13][C:14]2[CH:15]=[CH:16][C:17]([O:20][CH3:21])=[CH:18][CH:19]=2)[C:6]=1[CH2:22][Br:23])=[O:4]. The catalyst class is: 53. (4) Reactant: [H-].[Na+].[N:3]1[C:12]2[C:7](=[CH:8][CH:9]=[CH:10][CH:11]=2)[C:6](O)=[CH:5][N:4]=1.NCC(C1C=CC=CC=1)=O.C1C=CC(N(S(C(F)(F)F)(=O)=O)S(C(F)(F)F)(=O)=O)=CC=1.[C:45]([N:52]1[CH2:57][CH2:56][NH:55][CH2:54][CH2:53]1)([O:47][C:48]([CH3:51])([CH3:50])[CH3:49])=[O:46]. Product: [C:48]([O:47][C:45]([N:52]1[CH2:57][CH2:56][N:55]([C:6]2[C:7]3[C:12](=[CH:11][CH:10]=[CH:9][CH:8]=3)[N:3]=[N:4][CH:5]=2)[CH2:54][CH2:53]1)=[O:46])([CH3:51])([CH3:49])[CH3:50]. The catalyst class is: 3. (5) Reactant: NC1C=CC=CC=1[C:4]([NH:6][C:7]1[NH:11][N:10]=[C:9]2[CH:12]=[C:13]([C:15](O)=[O:16])[O:14][C:8]=12)=[O:5].C(N(C(C)C)CC)(C)C.[C:31]([NH2:40])([C:34]1[CH:39]=[CH:38][CH:37]=[CH:36][CH:35]=1)([CH3:33])[CH3:32].F[B-](F)(F)F.[N:46]1([O:55]C(N(C)C)=[N+](C)C)[C:50]2[CH:51]=[CH:52][CH:53]=[CH:54][C:49]=2N=N1.C(=O)(O)[O-:64].[Na+]. Product: [CH3:32][C:31]([NH:40][C:15]([C:13]1[O:14][C:8]2[C:7]([NH:6][C:4](=[O:5])[C:49]3[CH:54]=[CH:53][CH:52]=[CH:51][C:50]=3[N+:46]([O-:55])=[O:64])=[N:11][NH:10][C:9]=2[CH:12]=1)=[O:16])([C:34]1[CH:39]=[CH:38][CH:37]=[CH:36][CH:35]=1)[CH3:33]. The catalyst class is: 9. (6) Reactant: Cl.[CH2:2]([N:9]1[CH2:14][CH2:13][C:12]([C:18]2[CH:23]=[CH:22][CH:21]=[CH:20][CH:19]=2)([C:15]([OH:17])=O)[CH2:11][CH2:10]1)[C:3]1[CH:8]=[CH:7][CH:6]=[CH:5][CH:4]=1.[CH3:24][CH:25]1[CH2:30][NH:29][CH2:28][CH:27]([CH3:31])[NH:26]1.C(N(CC)CC)C.C(Cl)CCl. Product: [CH2:2]([N:9]1[CH2:14][CH2:13][C:12]([C:15]([N:29]2[CH2:28][CH:27]([CH3:31])[NH:26][CH:25]([CH3:24])[CH2:30]2)=[O:17])([C:18]2[CH:23]=[CH:22][CH:21]=[CH:20][CH:19]=2)[CH2:11][CH2:10]1)[C:3]1[CH:8]=[CH:7][CH:6]=[CH:5][CH:4]=1. The catalyst class is: 166. (7) Reactant: C(N(CC)CC)C.[CH:8]([C:10]1[C:18]2[C:13](=[CH:14][CH:15]=[CH:16][CH:17]=2)[N:12](C(OC(C)(C)C)=O)[CH:11]=1)=[O:9].[CH3:26][O:27][C:28]1[CH:33]=[C:32]([N:34]=[CH:35][C:36]2[CH:37]=[N:38][CH:39]=[CH:40][CH:41]=2)[CH:31]=[CH:30][N:29]=1. Product: [NH:12]1[C:13]2[C:18](=[CH:17][CH:16]=[CH:15][CH:14]=2)[C:10]([C:8](=[O:9])[CH:35]([NH:34][C:32]2[CH:31]=[CH:30][N:29]=[C:28]([O:27][CH3:26])[CH:33]=2)[C:36]2[CH:37]=[N:38][CH:39]=[CH:40][CH:41]=2)=[CH:11]1. The catalyst class is: 433. (8) Reactant: [OH:1][CH:2]1[CH:6]2[O:7][CH2:8][CH:9]([N:10]3[C:18](=[O:19])[C:17]4[C:12](=[CH:13][CH:14]=[CH:15][CH:16]=4)[C:11]3=[O:20])[CH:5]2[O:4][CH2:3]1.C(N(CC)CC)C.[CH3:28][S:29](Cl)(=[O:31])=[O:30]. Product: [CH3:28][S:29]([O:1][CH:2]1[CH2:3][O:4][CH:5]2[CH:9]([N:10]3[C:18](=[O:19])[C:17]4[C:12](=[CH:13][CH:14]=[CH:15][CH:16]=4)[C:11]3=[O:20])[CH2:8][O:7][CH:6]12)(=[O:31])=[O:30]. The catalyst class is: 112. (9) Reactant: [OH:1][CH2:2][C@@H:3]1[CH2:7][C@H:6]([NH:8][C:9](=[O:15])[O:10][C:11]([CH3:14])([CH3:13])[CH3:12])[CH:5]=[CH:4]1. Product: [OH:1][CH2:2][C@H:3]1[CH2:4][CH2:5][C@@H:6]([NH:8][C:9](=[O:15])[O:10][C:11]([CH3:13])([CH3:12])[CH3:14])[CH2:7]1. The catalyst class is: 8.